Dataset: NCI-60 drug combinations with 297,098 pairs across 59 cell lines. Task: Regression. Given two drug SMILES strings and cell line genomic features, predict the synergy score measuring deviation from expected non-interaction effect. (1) Drug 1: C1=CC(=C2C(=C1NCCNCCO)C(=O)C3=C(C=CC(=C3C2=O)O)O)NCCNCCO. Drug 2: CS(=O)(=O)OCCCCOS(=O)(=O)C. Cell line: KM12. Synergy scores: CSS=21.2, Synergy_ZIP=-6.41, Synergy_Bliss=-5.89, Synergy_Loewe=-6.64, Synergy_HSA=0.404. (2) Drug 1: CS(=O)(=O)C1=CC(=C(C=C1)C(=O)NC2=CC(=C(C=C2)Cl)C3=CC=CC=N3)Cl. Drug 2: CC1OCC2C(O1)C(C(C(O2)OC3C4COC(=O)C4C(C5=CC6=C(C=C35)OCO6)C7=CC(=C(C(=C7)OC)O)OC)O)O. Cell line: UACC62. Synergy scores: CSS=38.3, Synergy_ZIP=1.90, Synergy_Bliss=7.55, Synergy_Loewe=-10.4, Synergy_HSA=7.43. (3) Drug 1: CCCS(=O)(=O)NC1=C(C(=C(C=C1)F)C(=O)C2=CNC3=C2C=C(C=N3)C4=CC=C(C=C4)Cl)F. Drug 2: CS(=O)(=O)CCNCC1=CC=C(O1)C2=CC3=C(C=C2)N=CN=C3NC4=CC(=C(C=C4)OCC5=CC(=CC=C5)F)Cl. Cell line: HOP-92. Synergy scores: CSS=6.21, Synergy_ZIP=0.557, Synergy_Bliss=4.58, Synergy_Loewe=2.73, Synergy_HSA=2.67. (4) Drug 1: CC1=CC=C(C=C1)C2=CC(=NN2C3=CC=C(C=C3)S(=O)(=O)N)C(F)(F)F. Drug 2: C1=NNC2=C1C(=O)NC=N2. Cell line: SNB-19. Synergy scores: CSS=-1.73, Synergy_ZIP=2.01, Synergy_Bliss=2.20, Synergy_Loewe=-1.88, Synergy_HSA=-1.88.